From a dataset of Peptide-MHC class I binding affinity with 185,985 pairs from IEDB/IMGT. Regression. Given a peptide amino acid sequence and an MHC pseudo amino acid sequence, predict their binding affinity value. This is MHC class I binding data. (1) The peptide sequence is TVAHQVCPY. The MHC is HLA-A25:01 with pseudo-sequence HLA-A25:01. The binding affinity (normalized) is 0.686. (2) The peptide sequence is QLTNDKARV. The MHC is HLA-A68:02 with pseudo-sequence HLA-A68:02. The binding affinity (normalized) is 0.412. (3) The peptide sequence is LNISYLCHF. The MHC is HLA-A24:02 with pseudo-sequence HLA-A24:02. The binding affinity (normalized) is 0.144. (4) The peptide sequence is WGDLWETLR. The MHC is Mamu-B8301 with pseudo-sequence Mamu-B8301. The binding affinity (normalized) is 0.362.